Predict the reactants needed to synthesize the given product. From a dataset of Full USPTO retrosynthesis dataset with 1.9M reactions from patents (1976-2016). (1) Given the product [CH2:38]([O:37][P:36]([CH2:41][CH2:42][NH:43][CH2:26][C:23]([CH3:24])=[CH:22][CH2:21][C:4]1[C:5]([O:14][CH2:15][CH2:16][Si:17]([CH3:20])([CH3:18])[CH3:19])=[C:6]2[C:10](=[C:11]([CH3:12])[C:3]=1[CH2:1][CH3:2])[CH2:9][O:8][C:7]2=[O:13])(=[O:40])[O:35][CH2:33][CH3:34])[CH3:39], predict the reactants needed to synthesize it. The reactants are: [CH2:1]([C:3]1[C:11]([CH3:12])=[C:10]2[C:6]([C:7](=[O:13])[O:8][CH2:9]2)=[C:5]([O:14][CH2:15][CH2:16][Si:17]([CH3:20])([CH3:19])[CH3:18])[C:4]=1[CH2:21][CH:22]=[C:23]([CH3:26])[CH:24]=O)[CH3:2].C(O)(=O)C(O)=O.[CH2:33]([O:35][P:36]([CH2:41][CH2:42][NH2:43])(=[O:40])[O:37][CH2:38][CH3:39])[CH3:34].C(O)(=O)C.C(O[BH-](OC(=O)C)OC(=O)C)(=O)C.[Na+]. (2) Given the product [Cl:1][C:2]1[CH:3]=[C:4]([NH:14][C:15]2[CH:16]=[CH:17][C:18]([O:21][C:22]([F:23])([F:24])[F:25])=[CH:19][CH:20]=2)[N:5]=[C:6]([C:33]2[CH:34]=[C:29]([C:26](=[O:28])[CH3:27])[CH:30]=[CH:31][CH:32]=2)[N:7]=1, predict the reactants needed to synthesize it. The reactants are: [Cl:1][C:2]1[N:7]=[C:6](N2CCOCC2)[N:5]=[C:4]([NH:14][C:15]2[CH:20]=[CH:19][C:18]([O:21][C:22]([F:25])([F:24])[F:23])=[CH:17][CH:16]=2)[CH:3]=1.[C:26]([C:29]1[CH:30]=[C:31](B(O)O)[CH:32]=[CH:33][CH:34]=1)(=[O:28])[CH3:27].C([O-])([O-])=O.[Na+].[Na+]. (3) Given the product [N+:1]([C:4]1[CH:5]=[C:6]([N:10]2[C:11]3[C:12](=[CH:15][CH:16]=[CH:17][N:18]=3)[CH:13]=[C:26]([CH2:25][C:21]3[CH:20]=[N:19][CH:24]=[CH:23][CH:22]=3)[C:27]2=[O:28])[CH:7]=[CH:8][CH:9]=1)([O-:3])=[O:2], predict the reactants needed to synthesize it. The reactants are: [N+:1]([C:4]1[CH:5]=[C:6]([NH:10][C:11]2[N:18]=[CH:17][CH:16]=[CH:15][C:12]=2[CH:13]=O)[CH:7]=[CH:8][CH:9]=1)([O-:3])=[O:2].[N:19]1[CH:24]=[CH:23][CH:22]=[C:21]([CH2:25][CH2:26][C:27](OCC)=[O:28])[CH:20]=1.[Li+].CC([N-]C(C)C)C. (4) Given the product [CH3:21][N:19]([CH3:20])[CH2:18][CH2:17][N:12]1[C:11](=[O:22])[C:10]2[CH:23]=[CH:24][CH:25]=[C:8]3[C:9]=2[C:14](=[C:15]2[C:2]([NH:1][C:36]([NH:35][C:32]4[CH:33]=[CH:34][C:29]([CH:26]([CH3:28])[CH3:27])=[CH:30][CH:31]=4)=[S:37])=[CH:3][CH:4]=[CH:5][C:6]2=[CH:7]3)[C:13]1=[O:16], predict the reactants needed to synthesize it. The reactants are: [NH2:1][C:2]1[C:15]2[C:6](=[CH:7][C:8]3[C:9]4[C:14]=2[C:13](=[O:16])[N:12]([CH2:17][CH2:18][N:19]([CH3:21])[CH3:20])[C:11](=[O:22])[C:10]=4[CH:23]=[CH:24][CH:25]=3)[CH:5]=[CH:4][CH:3]=1.[CH:26]([C:29]1[CH:34]=[CH:33][C:32]([N:35]=[C:36]=[S:37])=[CH:31][CH:30]=1)([CH3:28])[CH3:27]. (5) Given the product [CH2:33]([N:3]([C:1]1[CH:40]=[CH:39][CH:38]=[CH:43][CH:2]=1)[C:4](=[O:32])[CH:5]([CH2:22][C:23]1[CH:24]=[CH:25][C:26]([N+:29]([O-:31])=[O:30])=[CH:27][CH:28]=1)[C:6]([NH:8][S:9]([C:12]1[CH:21]=[CH:20][C:19]2[C:14](=[CH:15][CH:16]=[CH:17][CH:18]=2)[CH:13]=1)(=[O:10])=[O:11])=[O:7])[CH3:34], predict the reactants needed to synthesize it. The reactants are: [CH2:1]([N:3]([CH2:33][CH3:34])[C:4](=[O:32])[CH:5]([CH2:22][C:23]1[CH:28]=[CH:27][C:26]([N+:29]([O-:31])=[O:30])=[CH:25][CH:24]=1)[C:6]([NH:8][S:9]([C:12]1[CH:21]=[CH:20][C:19]2[C:14](=[CH:15][CH:16]=[CH:17][CH:18]=2)[CH:13]=1)(=[O:11])=[O:10])=[O:7])[CH3:2].C(N[C:38]1[CH:43]=CC=[CH:40][CH:39]=1)C.